This data is from Reaction yield outcomes from USPTO patents with 853,638 reactions. The task is: Predict the reaction yield, written as a fraction of the theoretical maximum amount of product (1.0 means a 100% yield; for example, 0.34 means a 34% yield). The reactants are [C:1]([O:5][C:6]([NH:8][C@H:9]([C:34]([NH:36][CH2:37][CH2:38][CH2:39][CH2:40][O:41][C:42]1[CH:51]=[CH:50][CH:49]=[C:48]([OH:52])[C:43]=1[C:44]([O:46][CH3:47])=[O:45])=[O:35])[CH2:10][C:11]1[CH:16]=[CH:15][C:14]([N:17]([CH2:25][CH:26]([C:29]([O:31]CC)=[O:30])[CH2:27][CH3:28])[C:18](=[O:24])[C:19]([O:21]CC)=[O:20])=[CH:13][CH:12]=1)=[O:7])([CH3:4])([CH3:3])[CH3:2].[OH-].[Na+]. The catalyst is C(O)C. The product is [C:1]([O:5][C:6]([NH:8][C@H:9]([C:34]([NH:36][CH2:37][CH2:38][CH2:39][CH2:40][O:41][C:42]1[CH:51]=[CH:50][CH:49]=[C:48]([OH:52])[C:43]=1[C:44]([O:46][CH3:47])=[O:45])=[O:35])[CH2:10][C:11]1[CH:16]=[CH:15][C:14]([N:17]([CH2:25][CH:26]([C:29]([OH:31])=[O:30])[CH2:27][CH3:28])[C:18]([C:19]([OH:21])=[O:20])=[O:24])=[CH:13][CH:12]=1)=[O:7])([CH3:2])([CH3:3])[CH3:4]. The yield is 0.400.